This data is from Forward reaction prediction with 1.9M reactions from USPTO patents (1976-2016). The task is: Predict the product of the given reaction. (1) Given the reactants [C:1]([O:5][C:6]([N:8]1[CH2:13][CH2:12][CH:11]([C:14]([OH:16])=O)[CH2:10][CH2:9]1)=[O:7])([CH3:4])([CH3:3])[CH3:2].CCN([CH:23]([CH3:25])[CH3:24])C(C)C.CN(C(ON1N=NC2C=CC=NC1=2)=[N+](C)C)C.F[P-](F)(F)(F)(F)F.[CH3:50][C:51]1C=CC=[CH:53][C:52]=1[SH:57], predict the reaction product. The product is: [C:1]([O:5][C:6]([N:8]1[CH2:9][CH2:10][CH:11]([C:14]([S:57][C:52]2[CH:53]=[CH:25][C:23]([CH3:24])=[CH:50][CH:51]=2)=[O:16])[CH2:12][CH2:13]1)=[O:7])([CH3:2])([CH3:3])[CH3:4]. (2) Given the reactants [CH3:1][C:2]1[C:7]([C:8]#[C:9][Si](C)(C)C)=[CH:6][N:5]=[C:4]([NH2:14])[CH:3]=1.C([O-])([O-])=O.[K+].[K+], predict the reaction product. The product is: [C:8]([C:7]1[C:2]([CH3:1])=[CH:3][C:4]([NH2:14])=[N:5][CH:6]=1)#[CH:9]. (3) Given the reactants [C:1]1([CH2:7][O:8][C:9]([NH:11][CH2:12][C@H:13]2[CH2:17][CH2:16][CH2:15][N:14]2C(OC(C)(C)C)=O)=[O:10])[CH:6]=[CH:5][CH:4]=[CH:3][CH:2]=1.C(O)(C(F)(F)F)=O, predict the reaction product. The product is: [NH:14]1[CH2:15][CH2:16][CH2:17][C@@H:13]1[CH2:12][NH:11][C:9](=[O:10])[O:8][CH2:7][C:1]1[CH:6]=[CH:5][CH:4]=[CH:3][CH:2]=1. (4) Given the reactants [Cl:1][C:2]1[CH:7]=[C:6]([CH2:8][NH:9][C:10]([NH2:26])=[N:11][C:12](=[O:25])[CH2:13][C:14]2[C:22]3[C:17](=[CH:18][CH:19]=[C:20]([O:23][CH3:24])[CH:21]=3)[NH:16][CH:15]=2)[CH:5]=[C:4]([Cl:27])[C:3]=1[NH:28]C(=O)C.COC1C=C2C(=CC=1)NC=C2CC(O)=O.COC1C=C2C(=CC=1)NC=C2CC(N(C(SC)=N)C(=O)OC(C)(C)C)=O.ClC1C=C(C=C(Cl)C=1N)CN, predict the reaction product. The product is: [NH2:28][C:3]1[C:4]([Cl:27])=[CH:5][C:6]([CH2:8][NH:9][C:10]([NH2:26])=[N:11][C:12](=[O:25])[CH2:13][C:14]2[C:22]3[C:17](=[CH:18][CH:19]=[C:20]([O:23][CH3:24])[CH:21]=3)[NH:16][CH:15]=2)=[CH:7][C:2]=1[Cl:1]. (5) Given the reactants [CH2:1]([C:8]1([CH3:20])[C:12]2[CH:13]=[CH:14][C:15]([C:17]([OH:19])=O)=[CH:16][C:11]=2[O:10][CH2:9]1)[C:2]1[CH:7]=[CH:6][CH:5]=[CH:4][CH:3]=1.[I:21][C:22]1[CH:28]=[CH:27][CH:26]=[CH:25][C:23]=1[NH2:24].C(N(CC)C(C)C)(C)C.Cl, predict the reaction product. The product is: [I:21][C:22]1[CH:28]=[CH:27][CH:26]=[CH:25][C:23]=1[NH:24][C:17]([C:15]1[CH:14]=[CH:13][C:12]2[C:8]([CH2:1][C:2]3[CH:3]=[CH:4][CH:5]=[CH:6][CH:7]=3)([CH3:20])[CH2:9][O:10][C:11]=2[CH:16]=1)=[O:19]. (6) The product is: [CH3:47][C:48]1[CH:32]=[CH:33][C:34]([C:36]([C:25]2[N:22]([CH2:2][C:3]#[C:4][C:5]3[CH:6]=[C:7]([CH:17]=[CH:18][CH:19]=3)[O:8][CH2:9][C:10]([OH:12])=[O:11])[CH:23]=[CH:24][CH:26]=2)=[O:38])=[CH:39][CH:40]=1. Given the reactants O[CH2:2][C:3]#[C:4][C:5]1[CH:6]=[C:7]([CH:17]=[CH:18][CH:19]=1)[O:8][CH2:9][C:10]([O:12]C(C)(C)C)=[O:11].C([N:22]([CH2:25][CH3:26])[CH2:23][CH3:24])C.CS(Cl)(=O)=O.[C:32](O)(=O)[CH2:33][C:34]([CH2:39][C:40](O)=O)([C:36]([OH:38])=O)O.[Br-].[Li+].[CH3:47][C:48](C)([O-])C.[K+].[OH-].[Na+], predict the reaction product. (7) Given the reactants [CH3:1][O:2][C:3]1[CH:27]=[CH:26][C:6]([CH2:7][N:8]([CH3:25])[C:9]2[C:14]3=[C:15]([C:19]4[CH:20]=[N:21][N:22]([CH3:24])[CH:23]=4)[N:16]=[C:17]([CH3:18])[N:13]3[N:12]=[CH:11][N:10]=2)=[CH:5][CH:4]=1.Br[C:29]1[CH:34]=[CH:33][C:32]([C:35]([F:38])([F:37])[F:36])=[CH:31][N:30]=1.C(=O)([O-])[O-].[K+].[K+], predict the reaction product. The product is: [CH3:1][O:2][C:3]1[CH:4]=[CH:5][C:6]([CH2:7][N:8]([CH3:25])[C:9]2[C:14]3=[C:15]([C:19]4[CH:20]=[N:21][N:22]([CH3:24])[C:23]=4[C:29]4[CH:34]=[CH:33][C:32]([C:35]([F:38])([F:37])[F:36])=[CH:31][N:30]=4)[N:16]=[C:17]([CH3:18])[N:13]3[N:12]=[CH:11][N:10]=2)=[CH:26][CH:27]=1. (8) Given the reactants [CH3:1][O:2][C:3]1[CH:4]=[C:5]([CH:31]=[CH:32][C:33]=1[O:34][CH3:35])[CH2:6][CH:7]1[C:16]2[C:11](=[C:12]([O:18][CH3:19])[CH:13]=[CH:14][C:15]=2[OH:17])[CH2:10][CH2:9][N:8]1[CH2:20][C:21]([NH:23][CH2:24][C:25]1[CH:30]=[CH:29][CH:28]=[CH:27][N:26]=1)=[O:22].[CH:36]1([CH2:39]Br)[CH2:38][CH2:37]1, predict the reaction product. The product is: [CH3:1][O:2][C:3]1[CH:4]=[C:5]([CH:31]=[CH:32][C:33]=1[O:34][CH3:35])[CH2:6][CH:7]1[C:16]2[C:11](=[C:12]([O:18][CH3:19])[CH:13]=[CH:14][C:15]=2[O:17][CH2:39][CH:36]2[CH2:38][CH2:37]2)[CH2:10][CH2:9][N:8]1[CH2:20][C:21]([NH:23][CH2:24][C:25]1[CH:30]=[CH:29][CH:28]=[CH:27][N:26]=1)=[O:22]. (9) Given the reactants [C:1]1([C:30]2[CH:35]=[CH:34][CH:33]=[CH:32][CH:31]=2)[CH:6]=[CH:5][CH:4]=[C:3]([NH:7][C:8](=[O:29])[CH2:9][CH2:10][CH2:11][CH2:12][CH2:13][NH:14][C:15](=[O:28])[CH2:16][O:17][CH2:18][CH2:19][NH:20]C(=O)OC(C)(C)C)[CH:2]=1.C(O)(C(F)(F)F)=O.[OH-].[Na+], predict the reaction product. The product is: [NH2:20][CH2:19][CH2:18][O:17][CH2:16][C:15]([NH:14][CH2:13][CH2:12][CH2:11][CH2:10][CH2:9][C:8]([NH:7][C:3]1[CH:2]=[C:1]([C:30]2[CH:35]=[CH:34][CH:33]=[CH:32][CH:31]=2)[CH:6]=[CH:5][CH:4]=1)=[O:29])=[O:28]. (10) Given the reactants [CH:1]1([C:4]2[C:5]([O:22][CH2:23][C:24]([F:27])([F:26])[F:25])=[CH:6][C:7]([C:10]([NH:12][CH:13]([C:18](O)([CH3:20])[CH3:19])[C:14]([NH:16][CH3:17])=[O:15])=[O:11])=[N:8][CH:9]=2)[CH2:3][CH2:2]1.CCN(S(F)(F)[F:34])CC, predict the reaction product. The product is: [CH:1]1([C:4]2[C:5]([O:22][CH2:23][C:24]([F:27])([F:26])[F:25])=[CH:6][C:7]([C:10]([NH:12][CH:13]([C:18]([F:34])([CH3:20])[CH3:19])[C:14]([NH:16][CH3:17])=[O:15])=[O:11])=[N:8][CH:9]=2)[CH2:3][CH2:2]1.